Dataset: Reaction yield outcomes from USPTO patents with 853,638 reactions. Task: Predict the reaction yield, written as a fraction of the theoretical maximum amount of product (1.0 means a 100% yield; for example, 0.34 means a 34% yield). The reactants are [NH:1]1[C:6]2[CH:7]=[CH:8][CH:9]=[CH:10][C:5]=2[C:4](=O)[O:3]C1=O.[Br:13][C:14]1[C:15]([CH3:21])=[C:16]([CH:18]=[CH:19][CH:20]=1)[NH2:17]. No catalyst specified. The product is [NH2:1][C:6]1[CH:7]=[CH:8][CH:9]=[CH:10][C:5]=1[C:4]([NH:17][C:16]1[CH:18]=[CH:19][CH:20]=[C:14]([Br:13])[C:15]=1[CH3:21])=[O:3]. The yield is 0.240.